From a dataset of Reaction yield outcomes from USPTO patents with 853,638 reactions. Predict the reaction yield, written as a fraction of the theoretical maximum amount of product (1.0 means a 100% yield; for example, 0.34 means a 34% yield). (1) The product is [CH2:1]([O:3][C:4](=[O:22])[CH2:5][CH:6]([N:10]1[C:18]2[C:13](=[CH:14][C:15]([NH2:19])=[CH:16][CH:17]=2)[CH:12]=[CH:11]1)[CH2:7][CH2:8][CH3:9])[CH3:2]. The reactants are [CH2:1]([O:3][C:4](=[O:22])[CH2:5][CH:6]([N:10]1[C:18]2[C:13](=[CH:14][C:15]([N+:19]([O-])=O)=[CH:16][CH:17]=2)[CH:12]=[CH:11]1)[CH2:7][CH2:8][CH3:9])[CH3:2].[H][H]. The catalyst is [Pd].C(O)C. The yield is 0.780. (2) The catalyst is C(#N)C. The yield is 0.800. The product is [CH2:8]([O:7][C:1]([C:2]1[CH2:21][NH:15][C:16](=[S:17])[NH:18][C:3]=1[CH3:5])=[O:6])[C:9]1[CH:14]=[CH:13][CH:12]=[CH:11][CH:10]=1. The reactants are [C:1]([O:7][CH2:8][C:9]1[CH:14]=[CH:13][CH:12]=[CH:11][CH:10]=1)(=[O:6])[CH2:2][C:3]([CH3:5])=O.[NH2:15][C:16]([NH2:18])=[S:17].O1CCC[CH2:21]N1.FC(F)(F)C(O)=O. (3) The yield is 0.290. No catalyst specified. The reactants are [Cl:1][C:2]1[CH:26]=[CH:25][C:5]([NH:6][C:7]2[C:16]3[C:11](=[CH:12][C:13]([O:19][CH2:20][CH2:21][CH2:22][S:23][CH3:24])=[C:14]([O:17][CH3:18])[CH:15]=3)[N:10]=[CH:9][N:8]=2)=[C:4]([F:27])[CH:3]=1.[OH:28]OS([O-])=O.[K+]. The product is [Cl:1][C:2]1[CH:26]=[CH:25][C:5]([NH:6][C:7]2[C:16]3[C:11](=[CH:12][C:13]([O:19][CH2:20][CH2:21][CH2:22][S:23]([CH3:24])=[O:28])=[C:14]([O:17][CH3:18])[CH:15]=3)[N:10]=[CH:9][N:8]=2)=[C:4]([F:27])[CH:3]=1. (4) The reactants are [CH2:1]([O:3][C:4]([C:6]1[N:7]([CH2:11][O:12][CH2:13][CH2:14][Si:15]([CH3:18])([CH3:17])[CH3:16])[CH:8]=[CH:9][N:10]=1)=[O:5])[CH3:2].C1C(=O)N([Br:26])C(=O)C1. The catalyst is CC#N. The product is [CH2:1]([O:3][C:4]([C:6]1[N:7]([CH2:11][O:12][CH2:13][CH2:14][Si:15]([CH3:17])([CH3:16])[CH3:18])[CH:8]=[C:9]([Br:26])[N:10]=1)=[O:5])[CH3:2]. The yield is 0.390. (5) The reactants are FC(F)(F)S([O:6][Si:7]([CH:14]([CH3:16])[CH3:15])([CH:11]([CH3:13])[CH3:12])[CH:8]([CH3:10])[CH3:9])(=O)=O.[F:19][C:20]1[CH:21]=[CH:22][C:23]2[N:24]([C:26]([N:29]3[CH2:33][CH2:32][C@H:31](O)[CH2:30]3)=[N:27][N:28]=2)[CH:25]=1.CCN(CC)CC. The catalyst is CN(C=O)C. The product is [F:19][C:20]1[CH:21]=[CH:22][C:23]2[N:24]([C:26]([N:29]3[CH2:33][CH2:32][C@H:31]([O:6][Si:7]([CH:8]([CH3:9])[CH3:10])([CH:11]([CH3:12])[CH3:13])[CH:14]([CH3:15])[CH3:16])[CH2:30]3)=[N:27][N:28]=2)[CH:25]=1. The yield is 0.860. (6) The reactants are [CH2:1]([NH:4][C@@H:5]1[C:13]2[C:8](=[CH:9][CH:10]=[CH:11][CH:12]=2)[CH2:7][CH:6]1[Br:14])[CH:2]=[CH2:3].Br.CC(O)C. The catalyst is CC(OC)(C)C. The product is [BrH:14].[CH2:1]([NH:4][C@@H:5]1[C:13]2[C:8](=[CH:9][CH:10]=[CH:11][CH:12]=2)[CH2:7][CH:6]1[Br:14])[CH:2]=[CH2:3]. The yield is 0.900. (7) The reactants are FC(F)(F)C(O)=O.FC(F)(F)C(O)=O.[CH3:15][S:16]([CH:19]([CH2:22][NH2:23])[CH2:20][NH2:21])(=[O:18])=[O:17].[Br:24][C:25]1[CH:26]=[C:27]([C:31]2([C:38]3[CH:43]=[CH:42][C:41]([O:44][CH3:45])=[CH:40][CH:39]=3)[C:35](=S)[S:34][C:33](=S)[NH:32]2)[CH:28]=[CH:29][CH:30]=1.C(N(CC)CC)C. The catalyst is C(O)C. The product is [Br:24][C:25]1[CH:26]=[C:27]([C:31]2([C:38]3[CH:39]=[CH:40][C:41]([O:44][CH3:45])=[CH:42][CH:43]=3)[C:35]3=[N:21][CH2:20][CH:19]([S:16]([CH3:15])(=[O:18])=[O:17])[CH2:22][N:23]3[C:33](=[S:34])[NH:32]2)[CH:28]=[CH:29][CH:30]=1. The yield is 0.850.